This data is from Reaction yield outcomes from USPTO patents with 853,638 reactions. The task is: Predict the reaction yield, written as a fraction of the theoretical maximum amount of product (1.0 means a 100% yield; for example, 0.34 means a 34% yield). (1) The reactants are C1C=C(Cl)C=C(C(OO)=[O:9])C=1.[Br:12][C:13]1[CH:18]=[CH:17][CH:16]=[C:15]([S:19][CH2:20][CH3:21])[CH:14]=1.C(Cl)Cl.[OH2:25]. No catalyst specified. The product is [Br:12][C:13]1[CH:18]=[CH:17][CH:16]=[C:15]([S:19]([CH2:20][CH3:21])(=[O:9])=[O:25])[CH:14]=1. The yield is 0.920. (2) The reactants are C(=O)(O)[O-].[Na+].[Cl:6][C:7]1[CH:12]=[CH:11][CH:10]=[C:9]([Cl:13])[C:8]=1[C:14]1[C:18]([CH2:19][O:20][C:21]2[CH:26]=[CH:25][C:24]([C:27]3[CH:36]=[C:35]4[C:30]([C:31]([C:38]([O:40]CC)=[O:39])=[CH:32][C:33](=[O:37])[O:34]4)=[CH:29][CH:28]=3)=[CH:23][CH:22]=2)=[C:17]([CH:43]([CH3:45])[CH3:44])[O:16][N:15]=1.O1CCCC1.[OH-].[K+]. The catalyst is C(O)C. The product is [Cl:13][C:9]1[CH:10]=[CH:11][CH:12]=[C:7]([Cl:6])[C:8]=1[C:14]1[C:18]([CH2:19][O:20][C:21]2[CH:22]=[CH:23][C:24]([C:27]3[CH:36]=[C:35]4[C:30]([C:31]([C:38]([OH:40])=[O:39])=[CH:32][C:33](=[O:37])[O:34]4)=[CH:29][CH:28]=3)=[CH:25][CH:26]=2)=[C:17]([CH:43]([CH3:45])[CH3:44])[O:16][N:15]=1. The yield is 0.460. (3) The reactants are NC1N=CC([C:8]2[C:9]3[CH:39]=[C:38]([Cl:40])[CH:37]=[CH:36][C:10]=3[N:11](CC3C=CC(OC)=CC=3)[C:12](=[O:26])[CH:13]([CH2:15][C:16]3[CH:25]=[CH:24][C:23]4[C:18](=[CH:19][CH:20]=[CH:21][CH:22]=4)[CH:17]=3)[N:14]=2)=CC=1.[Br-].[Al+3].[Br-].[Br-]. The catalyst is C1(OC)C=CC=CC=1.C(OCC)(=O)C.C(=O)(O)[O-].[Na+]. The product is [Cl:40][C:38]1[CH:37]=[CH:36][C:10]2[NH:11][C:12](=[O:26])[CH:13]([CH2:15][C:16]3[CH:25]=[CH:24][C:23]4[C:18](=[CH:19][CH:20]=[CH:21][CH:22]=4)[CH:17]=3)[N:14]=[CH:8][C:9]=2[CH:39]=1. The yield is 0.420. (4) The reactants are [OH:1][C@@:2]1([CH3:19])[C:7](=O)[CH2:6][C@H:5]([C:9]2[CH:14]=[CH:13][N:12]=[CH:11][C:10]=2[N+:15]([O-:17])=[O:16])[O:4][C@@H:3]1[CH3:18].[CH2:20]([NH2:27])[C:21]1[CH:26]=[CH:25][CH:24]=[CH:23][CH:22]=1.[Li+].[BH4-]. The catalyst is CO. The product is [CH2:20]([NH:27][C@@H:7]1[CH2:6][C@H:5]([C:9]2[CH:14]=[CH:13][N:12]=[CH:11][C:10]=2[N+:15]([O-:17])=[O:16])[O:4][C@H:3]([CH3:18])[C@@:2]1([CH3:19])[OH:1])[C:21]1[CH:26]=[CH:25][CH:24]=[CH:23][CH:22]=1. The yield is 0.990. (5) The reactants are [NH:1]1[C:5]2[CH:6]=[CH:7][C:8]([C:10]([OH:12])=O)=[CH:9][C:4]=2[N:3]=[CH:2]1.[CH3:13][O:14][C:15]1[C:28]2[CH2:27][CH2:26][C@H:25]3[C@H:20]([CH2:21][CH2:22][CH2:23][NH:24]3)[C:19]=2[CH:18]=[CH:17][CH:16]=1. No catalyst specified. The product is [NH:1]1[C:5]2[CH:6]=[CH:7][C:8]([C:10]([N:24]3[C@@H:25]4[C@@H:20]([C:19]5[CH:18]=[CH:17][CH:16]=[C:15]([O:14][CH3:13])[C:28]=5[CH2:27][CH2:26]4)[CH2:21][CH2:22][CH2:23]3)=[O:12])=[CH:9][C:4]=2[N:3]=[CH:2]1. The yield is 0.850. (6) The reactants are [NH:1]1[CH2:6][CH2:5][CH2:4][CH2:3][C@H:2]1[C:7]([O:9][CH2:10][CH2:11][C:12]1[CH:17]=[CH:16][C:15]([O:18][CH3:19])=[C:14]([O:20][CH3:21])[CH:13]=1)=[O:8].CCN(C(C)C)C(C)C.CN(C(ON1N=NC2C=CC=NC1=2)=[N+](C)C)C.F[P-](F)(F)(F)(F)F.[OH:55][C@@:56]1([C:63](=[O:67])[C:64](O)=[O:65])[CH2:61][CH2:60][CH2:59][CH2:58][C@H:57]1[CH3:62]. No catalyst specified. The product is [OH:55][C@@:56]1([C:63](=[O:67])[C:64]([N:1]2[CH2:6][CH2:5][CH2:4][CH2:3][CH:2]2[C:7]([O:9][CH2:10][CH2:11][C:12]2[CH:17]=[CH:16][C:15]([O:18][CH3:19])=[C:14]([O:20][CH3:21])[CH:13]=2)=[O:8])=[O:65])[CH2:61][CH2:60][CH2:59][CH2:58][C@H:57]1[CH3:62]. The yield is 0.490. (7) The reactants are [Cl:1][C:2]1[CH:7]=[C:6]([CH2:8][C:9]2[C:14](=[O:15])[NH:13][C:12]([CH3:16])=[N:11][C:10]=2[CH2:17][CH2:18][CH3:19])[CH:5]=[CH:4][C:3]=1[C:20]1[C:21]([C:26]#[N:27])=[CH:22][CH:23]=[CH:24][CH:25]=1.[CH3:28][C:29]1([CH3:41])[CH2:33][C:32]2[CH:34]=[C:35](B(O)O)[CH:36]=[CH:37][C:31]=2[O:30]1.C([N:44](CC)CC)C.N1C=CC=CC=1.[C:55]([O:58]CC)(=[O:57])C. The catalyst is ClCCl.C([O-])(=O)C.[Cu+2].C([O-])(=O)C. The product is [Cl:1][C:2]1[CH:7]=[C:6]([CH2:8][C:9]2[C:14](=[O:15])[N:13]([C:35]3[CH:36]=[CH:37][C:31]4[O:30][C:29]([CH3:41])([CH3:28])[CH2:33][C:32]=4[CH:34]=3)[C:12]([CH3:16])=[N:11][C:10]=2[CH2:17][CH2:18][CH3:19])[CH:5]=[CH:4][C:3]=1[C:20]1[CH:25]=[CH:24][CH:23]=[CH:22][C:21]=1[C:26]1[NH:44][C:55](=[O:57])[O:58][N:27]=1. The yield is 0.750. (8) The reactants are [Cl:1][C:2]1[CH:7]=[C:6](I)[C:5]([Cl:9])=[CH:4][N:3]=1.[NH2:10][C:11]1[CH:18]=[CH:17][CH:16]=[CH:15][C:12]=1[C:13]#[N:14].[O-]P(OP(OP([O-])([O-])=O)([O-])=O)(=O)[O-].[K+].[K+].[K+].[K+].[K+].N#N.C1C=CC(P(C2C(OC3C(P(C4C=CC=CC=4)C4C=CC=CC=4)=CC=CC=3)=CC=CC=2)C2C=CC=CC=2)=CC=1. The catalyst is O1CCOCC1.C([O-])(=O)C.[Pd+2].C([O-])(=O)C. The product is [Cl:1][C:2]1[CH:7]=[C:6]([NH:10][C:11]2[CH:18]=[CH:17][CH:16]=[CH:15][C:12]=2[C:13]#[N:14])[C:5]([Cl:9])=[CH:4][N:3]=1. The yield is 0.790. (9) The reactants are [Cl:1][C:2]1[C:3]([O:12][C:13]2[CH:18]=[C:17]([O:19][CH2:20][CH2:21][O:22][CH3:23])[CH:16]=[CH:15][C:14]=2/[CH:24]=[C:25](\[CH3:29])/[C:26](O)=[O:27])=[N:4][CH:5]=[C:6]([C:8]([F:11])([F:10])[F:9])[CH:7]=1.Cl.C(N=C=NCCCN(C)C)C.[CH2:42]([NH:47][S:48]([NH2:51])(=[O:50])=[O:49])[CH2:43][CH2:44][CH2:45][CH3:46].Cl. The catalyst is C(#N)C.CN(C)C1C=CN=CC=1.C(OCC)(=O)C. The product is [Cl:1][C:2]1[C:3]([O:12][C:13]2[CH:18]=[C:17]([O:19][CH2:20][CH2:21][O:22][CH3:23])[CH:16]=[CH:15][C:14]=2/[CH:24]=[C:25](\[CH3:29])/[C:26]([NH:51][S:48]([NH:47][CH2:42][CH2:43][CH2:44][CH2:45][CH3:46])(=[O:50])=[O:49])=[O:27])=[N:4][CH:5]=[C:6]([C:8]([F:11])([F:10])[F:9])[CH:7]=1. The yield is 0.650.